Dataset: Reaction yield outcomes from USPTO patents with 853,638 reactions. Task: Predict the reaction yield, written as a fraction of the theoretical maximum amount of product (1.0 means a 100% yield; for example, 0.34 means a 34% yield). The reactants are [N+:1]([C:4]1[C:5]([NH:13][C@H:14]2[CH2:19][CH2:18][C@H:17]([CH2:20][OH:21])[CH2:16][CH2:15]2)=[C:6]2[S:12][CH:11]=[CH:10][C:7]2=[N:8][CH:9]=1)([O-])=O. The catalyst is [Pd].CO. The product is [NH2:1][C:4]1[C:5]([NH:13][C@H:14]2[CH2:15][CH2:16][C@H:17]([CH2:20][OH:21])[CH2:18][CH2:19]2)=[C:6]2[S:12][CH:11]=[CH:10][C:7]2=[N:8][CH:9]=1. The yield is 0.570.